This data is from Full USPTO retrosynthesis dataset with 1.9M reactions from patents (1976-2016). The task is: Predict the reactants needed to synthesize the given product. (1) Given the product [C:12]([O:16][C:17](=[O:25])[NH:18][C@H:19]([CH2:23][N:5]1[C:1](=[O:11])[C:2]2[C:3](=[CH:7][CH:8]=[CH:9][CH:10]=2)[C:4]1=[O:6])[CH2:20][CH2:21][CH3:22])([CH3:15])([CH3:14])[CH3:13], predict the reactants needed to synthesize it. The reactants are: [C:1]1(=[O:11])[NH:5][C:4](=[O:6])[C:3]2=[CH:7][CH:8]=[CH:9][CH:10]=[C:2]12.[C:12]([O:16][C:17](=[O:25])[NH:18][C@H:19]([CH2:23]O)[CH2:20][CH2:21][CH3:22])([CH3:15])([CH3:14])[CH3:13].C1(P(C2C=CC=CC=2)C2C=CC=CC=2)C=CC=CC=1.CCOC(/N=N/C(OCC)=O)=O. (2) Given the product [C:5]1([C:8]2[CH:13]=[CH:12][CH:11]=[CH:10][CH:9]=2)[CH:6]=[CH:7][C:2]([B:23]([OH:24])[OH:22])=[CH:3][CH:4]=1, predict the reactants needed to synthesize it. The reactants are: Br[C:2]1[CH:7]=[CH:6][C:5]([C:8]2[CH:13]=[CH:12][CH:11]=[CH:10][CH:9]=2)=[CH:4][CH:3]=1.C([Li])CCC.C([O:22][B:23](OC(C)C)[O:24]C(C)C)(C)C. (3) The reactants are: [S].P12([S:14][P:12]3([S:15]P(S[P:8]([S:11]3)([S:10]1)=[S:9])(=S)S2)=[S:13])=S.[CH:16]1[CH:21]=[CH:20][C:19](S)=[CH:18][CH:17]=1. Given the product [C:16]1([S:10][P:8]2(=[S:9])[S:11][P:12]([S:14][C:16]3[CH:21]=[CH:20][CH:19]=[CH:18][CH:17]=3)(=[S:13])[S:15]2)[CH:21]=[CH:20][CH:19]=[CH:18][CH:17]=1, predict the reactants needed to synthesize it.